From a dataset of Forward reaction prediction with 1.9M reactions from USPTO patents (1976-2016). Predict the product of the given reaction. (1) The product is: [F:33][C:31]([F:32])([F:34])[S:28]([C:23]1[CH:24]=[CH:25][CH:26]=[CH:27][C:22]=1[C:10]1[CH:11]=[CH:12][C:13]([NH2:14])=[C:8]([NH2:7])[CH:9]=1)(=[O:29])=[O:30]. Given the reactants C(OC(=O)[NH:7][C:8]1[CH:9]=[C:10]([C:22]2[CH:27]=[CH:26][CH:25]=[CH:24][C:23]=2[S:28]([C:31]([F:34])([F:33])[F:32])(=[O:30])=[O:29])[CH:11]=[CH:12][C:13]=1[NH:14]C(OC(C)(C)C)=O)(C)(C)C, predict the reaction product. (2) Given the reactants Br[C:2]1[S:6][C:5]([CH:7]=[O:8])=[CH:4][CH:3]=1.[OH:9][C:10]1[CH:11]=[C:12]([C:16]([F:19])([F:18])[F:17])[CH:13]=[CH:14][CH:15]=1.C(=O)([O-])[O-].[Cs+].[Cs+].O, predict the reaction product. The product is: [F:17][C:16]([F:18])([F:19])[C:12]1[CH:11]=[C:10]([CH:15]=[CH:14][CH:13]=1)[O:9][C:2]1[S:6][C:5]([CH:7]=[O:8])=[CH:4][CH:3]=1.